From a dataset of Peptide-MHC class I binding affinity with 185,985 pairs from IEDB/IMGT. Regression. Given a peptide amino acid sequence and an MHC pseudo amino acid sequence, predict their binding affinity value. This is MHC class I binding data. (1) The peptide sequence is LWKAGILYKR. The MHC is Patr-A0401 with pseudo-sequence Patr-A0401. The binding affinity (normalized) is 0.768. (2) The peptide sequence is GVNDTEAHA. The MHC is HLA-B39:01 with pseudo-sequence HLA-B39:01. The binding affinity (normalized) is 0.0847. (3) The peptide sequence is YLVSIFLHL. The MHC is HLA-B07:02 with pseudo-sequence HLA-B07:02. The binding affinity (normalized) is 0.224. (4) The peptide sequence is RFPLTFGW. The MHC is HLA-A31:01 with pseudo-sequence HLA-A31:01. The binding affinity (normalized) is 0.151. (5) The peptide sequence is STIRLLTSL. The MHC is HLA-B57:01 with pseudo-sequence HLA-B57:01. The binding affinity (normalized) is 0.901. (6) The peptide sequence is SRAIWFMWL. The MHC is HLA-B58:01 with pseudo-sequence HLA-B58:01. The binding affinity (normalized) is 0.0847.